This data is from Catalyst prediction with 721,799 reactions and 888 catalyst types from USPTO. The task is: Predict which catalyst facilitates the given reaction. (1) Reactant: C[O:2][C:3](=[O:32])[CH2:4][O:5][C:6]1[CH:14]=[C:13]2[CH2:15][CH2:16][CH2:17][C:12]2=[C:11]2[C:7]=1[C:8]([C:27](=[O:31])[C:28]([NH2:30])=[O:29])=[C:9]([CH3:26])[N:10]2[CH2:18][C:19]1[CH:24]=[CH:23][CH:22]=[CH:21][C:20]=1[F:25].[OH-].[Li+]. Product: [NH2:30][C:28](=[O:29])[C:27]([C:8]1[C:7]2[C:11](=[C:12]3[CH2:17][CH2:16][CH2:15][C:13]3=[CH:14][C:6]=2[O:5][CH2:4][C:3]([OH:32])=[O:2])[N:10]([CH2:18][C:19]2[CH:24]=[CH:23][CH:22]=[CH:21][C:20]=2[F:25])[C:9]=1[CH3:26])=[O:31]. The catalyst class is: 193. (2) Reactant: [Br:1][C:2]1[CH:3]=[C:4]([N:8]2[C:16]3[CH2:15][CH2:14][CH2:13][CH:12](O)[C:11]=3[C:10]([C:18]([O:20][CH2:21][CH3:22])=[O:19])=[N:9]2)[CH:5]=[CH:6][CH:7]=1.S(Cl)([Cl:25])=O. Product: [Br:1][C:2]1[CH:3]=[C:4]([N:8]2[C:16]3[CH2:15][CH2:14][CH2:13][CH:12]([Cl:25])[C:11]=3[C:10]([C:18]([O:20][CH2:21][CH3:22])=[O:19])=[N:9]2)[CH:5]=[CH:6][CH:7]=1. The catalyst class is: 4. (3) Reactant: [NH2:1][CH2:2][C@H:3]1[CH2:8][CH2:7][C@H:6]([N:9]2[C:13]3=[C:14]4[S:20][CH:19]=[CH:18][C:15]4=[N:16][CH:17]=[C:12]3[N:11]=[C:10]2[CH2:21][C:22]#[N:23])[CH2:5][CH2:4]1.C(N(CC)CC)C.Cl[C:32]([O:34][CH:35]([CH3:37])[CH3:36])=[O:33]. Product: [CH:35]([O:34][C:32](=[O:33])[NH:1][CH2:2][C@H:3]1[CH2:8][CH2:7][C@H:6]([N:9]2[C:13]3=[C:14]4[S:20][CH:19]=[CH:18][C:15]4=[N:16][CH:17]=[C:12]3[N:11]=[C:10]2[CH2:21][C:22]#[N:23])[CH2:5][CH2:4]1)([CH3:37])[CH3:36]. The catalyst class is: 390. (4) Reactant: [F:1][C:2]1[CH:3]=[C:4]([CH:35]=[C:36]([F:38])[CH:37]=1)[C:5]([C:7]1[CH:8]=[C:9]2[C:13](=[CH:14][CH:15]=1)[NH:12][N:11]=[C:10]2[NH:16][C:17](=[O:34])[C:18]1[CH:23]=[CH:22][C:21]([N:24]2[CH2:29][CH2:28][N:27]([CH3:30])[CH2:26][CH2:25]2)=[CH:20][C:19]=1[N+:31]([O-:33])=[O:32])=O.[BH4-].[Na+]. Product: [F:38][C:36]1[CH:35]=[C:4]([CH:3]=[C:2]([F:1])[CH:37]=1)[CH2:5][C:7]1[CH:8]=[C:9]2[C:13](=[CH:14][CH:15]=1)[NH:12][N:11]=[C:10]2[NH:16][C:17](=[O:34])[C:18]1[CH:23]=[CH:22][C:21]([N:24]2[CH2:25][CH2:26][N:27]([CH3:30])[CH2:28][CH2:29]2)=[CH:20][C:19]=1[N+:31]([O-:33])=[O:32]. The catalyst class is: 557. (5) Reactant: [C:25]1([C:27](C2C(COCC3C([C:24]4[C:25](=[CH:27][CH:28]=[C:29]([OH:31])[CH:30]=4)[OH:26])=CC=CC=3)=CC=CC=2)=[CH:28][C:29](=[CH:30][CH:24]=1)[OH:31])[OH:26].[F:32][C:33]([F:44])([F:43])[C:34]1[CH:35]=[C:36](B(O)O)[CH:37]=[CH:38][CH:39]=1.C(N(CC)CC)C. Product: [F:32][C:33]([F:44])([F:43])[C:34]1[CH:39]=[C:38]([CH:37]=[CH:36][CH:35]=1)[O:26][C:25]1[CH:24]=[CH:30][C:29]([OH:31])=[CH:28][CH:27]=1. The catalyst class is: 221.